This data is from Full USPTO retrosynthesis dataset with 1.9M reactions from patents (1976-2016). The task is: Predict the reactants needed to synthesize the given product. (1) Given the product [CH3:7][N:8]([CH3:15])[CH2:9][CH2:10][CH2:11][CH2:12][CH2:13][NH2:14], predict the reactants needed to synthesize it. The reactants are: [H-].[Al+3].[Li+].[H-].[H-].[H-].[CH3:7][N:8]([CH3:15])[CH2:9][CH2:10][CH2:11][CH2:12][C:13]#[N:14]. (2) Given the product [NH2:1][C:2]1[N:7]=[CH:6][N:5]=[C:4]2[N:8]([C@@H:12]3[CH2:17][CH2:16][CH2:15][N:14]([C:18]([O:20][C:21]([CH3:24])([CH3:23])[CH3:22])=[O:19])[CH2:13]3)[N:9]=[C:10]([C:32]3[CH:31]=[CH:30][C:29]([O:28][C:27]4[C:44]([F:48])=[CH:45][CH:46]=[CH:47][C:26]=4[F:25])=[CH:34][CH:33]=3)[C:3]=12, predict the reactants needed to synthesize it. The reactants are: [NH2:1][C:2]1[N:7]=[CH:6][N:5]=[C:4]2[N:8]([C@@H:12]3[CH2:17][CH2:16][CH2:15][N:14]([C:18]([O:20][C:21]([CH3:24])([CH3:23])[CH3:22])=[O:19])[CH2:13]3)[N:9]=[C:10](I)[C:3]=12.[F:25][C:26]1[CH:47]=[CH:46][CH:45]=[C:44]([F:48])[C:27]=1[O:28][C:29]1[CH:34]=[CH:33][C:32](B2OC(C)(C)C(C)(C)O2)=[CH:31][CH:30]=1.C(=O)([O-])[O-].[Na+].[Na+]. (3) Given the product [C:9]([O:8][C:6]([CH:4]1[CH2:5][CH:2]([OH:1])[CH2:3]1)=[O:7])([CH3:12])([CH3:10])[CH3:11], predict the reactants needed to synthesize it. The reactants are: [O:1]=[C:2]1[CH2:5][CH:4]([C:6]([O:8][C:9]([CH3:12])([CH3:11])[CH3:10])=[O:7])[CH2:3]1.[BH4-].[Na+].O. (4) Given the product [Cl:10][C:11]1[CH:12]=[CH:13][C:14]2[N:15]([C:2]([C:3]([O:5][CH2:6][CH3:7])=[O:4])=[CH:8][N:17]=2)[N:16]=1, predict the reactants needed to synthesize it. The reactants are: Cl[CH:2]([CH:8]=O)[C:3]([O:5][CH2:6][CH3:7])=[O:4].[Cl:10][C:11]1[N:16]=[N:15][C:14]([NH2:17])=[CH:13][CH:12]=1. (5) Given the product [F:1][C:2]1([F:14])[CH2:7][C:6]([C:8]([O:10][CH2:11][CH3:12])=[O:9])=[C:5]([O:13][S:26]([C:25]([F:38])([F:37])[F:24])(=[O:28])=[O:27])[CH2:4][CH2:3]1, predict the reactants needed to synthesize it. The reactants are: [F:1][C:2]1([F:14])[CH2:7][CH:6]([C:8]([O:10][CH2:11][CH3:12])=[O:9])[C:5](=[O:13])[CH2:4][CH2:3]1.C(N(CC)C(C)C)(C)C.[F:24][C:25]([F:38])([F:37])[S:26](O[S:26]([C:25]([F:38])([F:37])[F:24])(=[O:28])=[O:27])(=[O:28])=[O:27].